From a dataset of Catalyst prediction with 721,799 reactions and 888 catalyst types from USPTO. Predict which catalyst facilitates the given reaction. (1) Reactant: [Cl:1][C:2]1[CH:7]=[C:6]([Cl:8])[CH:5]=[CH:4][C:3]=1C1N=C(CC)C(N[C@@H]2C3C(=CC=CC=3)C[C@@H]2O)=NC=1CC.Br[C:31]1[N:32]=[C:33]([CH2:52][CH3:53])[C:34]([NH:39][CH:40]2[C:49]3[C:44](=[CH:45][CH:46]=[CH:47][C:48]=3[O:50][CH3:51])[CH2:43][CH2:42][CH2:41]2)=[N:35][C:36]=1[CH2:37][CH3:38]. Product: [Cl:1][C:2]1[CH:7]=[C:6]([Cl:8])[CH:5]=[CH:4][C:3]=1[C:31]1[N:32]=[C:33]([CH2:52][CH3:53])[C:34]([NH:39][CH:40]2[C:49]3[C:44](=[CH:45][CH:46]=[CH:47][C:48]=3[O:50][CH3:51])[CH2:43][CH2:42][CH2:41]2)=[N:35][C:36]=1[CH2:37][CH3:38]. The catalyst class is: 276. (2) The catalyst class is: 7. Reactant: CC(C)([O-])C.[K+].C(O)(C)(C)C.[CH3:12][O:13][C:14](=[O:20])[CH2:15][C:16](=[O:19])[CH2:17][CH3:18].Br[CH2:22][C:23]1[CH:28]=[CH:27][C:26]([S:29]([N:32]2[CH2:37][CH2:36][O:35][CH2:34][CH2:33]2)(=[O:31])=[O:30])=[CH:25][CH:24]=1. Product: [CH3:12][O:13][C:14](=[O:20])[CH:15]([CH2:22][C:23]1[CH:28]=[CH:27][C:26]([S:29]([N:32]2[CH2:37][CH2:36][O:35][CH2:34][CH2:33]2)(=[O:31])=[O:30])=[CH:25][CH:24]=1)[C:16](=[O:19])[CH2:17][CH3:18]. (3) Reactant: N1C=CC=CC=1.S(Cl)(Cl)=O.[CH2:11]([C:13]1[CH:14]=[C:15]2[C:19](=[CH:20][CH:21]=1)[N:18]([CH2:22][C:23]([O:25][CH3:26])=[O:24])[C:17]([C:27]([OH:29])=O)=[CH:16]2)[CH3:12].Cl.[CH:31]1([CH2:37][CH2:38][N:39]2[C:43]([C:44]3[C:49]([O:50][CH3:51])=[CH:48][C:47]([CH3:52])=[CH:46][C:45]=3[O:53][CH3:54])=[N:42][C:41]([NH2:55])=[N:40]2)[CH2:36][CH2:35][CH2:34][CH2:33][CH2:32]1. Product: [CH:31]1([CH2:37][CH2:38][N:39]2[C:43]([C:44]3[C:49]([O:50][CH3:51])=[CH:48][C:47]([CH3:52])=[CH:46][C:45]=3[O:53][CH3:54])=[N:42][C:41]([NH:55][C:27]([C:17]3[N:18]([CH2:22][C:23]([O:25][CH3:26])=[O:24])[C:19]4[C:15]([CH:16]=3)=[CH:14][C:13]([CH2:11][CH3:12])=[CH:21][CH:20]=4)=[O:29])=[N:40]2)[CH2:36][CH2:35][CH2:34][CH2:33][CH2:32]1. The catalyst class is: 4. (4) Reactant: C[O:2][C:3]([C:5]1[C:13]2[NH:12][C:11]([NH:14][C:15]3[CH:20]=[CH:19][CH:18]=[C:17]([Cl:21])[C:16]=3[Cl:22])=[N:10][C:9]=2[CH:8]=[CH:7][C:6]=1[S:23]([CH2:26][C:27]1[CH:32]=[CH:31][CH:30]=[CH:29][CH:28]=1)(=[O:25])=[O:24])=[O:4].ClC1C=C(C(OO)=O)C=CC=1.[OH-].[Na+]. Product: [Cl:22][C:16]1[C:17]([Cl:21])=[CH:18][CH:19]=[CH:20][C:15]=1[NH:14][C:11]1[NH:12][C:13]2[C:5]([C:3]([OH:4])=[O:2])=[C:6]([S:23]([CH2:26][C:27]3[CH:28]=[CH:29][CH:30]=[CH:31][CH:32]=3)(=[O:25])=[O:24])[CH:7]=[CH:8][C:9]=2[N:10]=1. The catalyst class is: 2. (5) Product: [F:35][CH:2]([F:1])[C:3]1[CH:4]=[CH:5][C:6]([C:9]2[S:13][C:12]3[CH:14]=[C:15]([OH:18])[CH:16]=[CH:17][C:11]=3[C:10]=2[O:19][C:20]2[CH:25]=[CH:24][C:23](/[CH:26]=[CH:27]/[C:28]([OH:30])=[O:29])=[CH:22][CH:21]=2)=[CH:7][CH:8]=1. The catalyst class is: 1. Reactant: [F:1][CH:2]([F:35])[C:3]1[CH:8]=[CH:7][C:6]([C:9]2[S:13][C:12]3[CH:14]=[C:15]([OH:18])[CH:16]=[CH:17][C:11]=3[C:10]=2[O:19][C:20]2[CH:25]=[CH:24][C:23](/[CH:26]=[CH:27]/[C:28]([O:30]C(C)(C)C)=[O:29])=[CH:22][CH:21]=2)=[CH:5][CH:4]=1.Cl.